Dataset: Forward reaction prediction with 1.9M reactions from USPTO patents (1976-2016). Task: Predict the product of the given reaction. (1) Given the reactants CC(OC([NH:8][C@@H:9]([C:16]([OH:18])=[O:17])[C:10]1[CH:15]=[CH:14][CH:13]=[CH:12][CH:11]=1)=O)(C)C.C(N1C=CN=C1)(N1C=CN=C1)=O.C(O)CCCCCCC/C=C\CCCCCCCC, predict the reaction product. The product is: [NH2:8][CH:9]([C:10]1[CH:15]=[CH:14][CH:13]=[CH:12][CH:11]=1)[C:16]([OH:18])=[O:17]. (2) Given the reactants [Br:1][C:2]1[CH:3]=[N:4][CH:5]=[C:6]2[C:11]=1[N:10]=[C:9]([C:12]([OH:14])=O)[CH:8]=[CH:7]2.CN(C(ON1N=NC2C=CC=NC1=2)=[N+](C)C)C.F[P-](F)(F)(F)(F)F.[CH3:39][C@H:40]([NH2:47])[C:41]1[CH:46]=[CH:45][CH:44]=[CH:43][CH:42]=1.CCN(C(C)C)C(C)C, predict the reaction product. The product is: [Br:1][C:2]1[CH:3]=[N:4][CH:5]=[C:6]2[C:11]=1[N:10]=[C:9]([C:12]([NH:47][C@H:40]([C:41]1[CH:46]=[CH:45][CH:44]=[CH:43][CH:42]=1)[CH3:39])=[O:14])[CH:8]=[CH:7]2. (3) Given the reactants [O:1]=[C:2]1[NH:7][CH2:6][CH2:5][N:4]([C:8]([O:10][C:11]([CH3:14])([CH3:13])[CH3:12])=[O:9])[CH2:3]1.I[C:16]1[CH:21]=[CH:20][C:19]([N+:22]([O-:24])=[O:23])=[CH:18][CH:17]=1.C([O-])([O-])=O.[Cs+].[Cs+].C1(P(C2C=CC=CC=2)C2C3OC4C(=CC=CC=4P(C4C=CC=CC=4)C4C=CC=CC=4)C(C)(C)C=3C=CC=2)C=CC=CC=1, predict the reaction product. The product is: [N+:22]([C:19]1[CH:20]=[CH:21][C:16]([N:7]2[CH2:6][CH2:5][N:4]([C:8]([O:10][C:11]([CH3:14])([CH3:13])[CH3:12])=[O:9])[CH2:3][C:2]2=[O:1])=[CH:17][CH:18]=1)([O-:24])=[O:23]. (4) Given the reactants [C:1]([C:4]1[CH:5]=[C:6]2[C:11](=[CH:12][CH:13]=1)[CH:10]=[C:9]([N:14]1[CH2:19][CH2:18][N:17]([C:20]([O:22][C:23]([CH3:26])([CH3:25])[CH3:24])=[O:21])[CH2:16][CH2:15]1)[CH:8]=[CH:7]2)(=O)[CH3:2].[C:27](#[N:31])[CH2:28][C:29]#[N:30], predict the reaction product. The product is: [C:23]([O:22][C:20]([N:17]1[CH2:16][CH2:15][N:14]([C:9]2[CH:8]=[CH:7][C:6]3[C:11](=[CH:12][CH:13]=[C:4]([C:1]([CH3:2])=[C:28]([C:27]#[N:31])[C:29]#[N:30])[CH:5]=3)[CH:10]=2)[CH2:19][CH2:18]1)=[O:21])([CH3:24])([CH3:25])[CH3:26]. (5) Given the reactants [NH2:1][C:2]1[S:6][C:5]2[CH2:7][CH2:8][CH2:9][CH2:10][C:4]=2[C:3]=1[C:11]([NH2:13])=[O:12].C(N(CC)CC)C.[Br:21][CH2:22][C:23](Br)=[O:24].Cl, predict the reaction product. The product is: [Br:21][CH2:22][C:23]([NH:1][C:2]1[S:6][C:5]2[CH2:7][CH2:8][CH2:9][CH2:10][C:4]=2[C:3]=1[C:11]([NH2:13])=[O:12])=[O:24]. (6) Given the reactants C(OC([N:8]1[C:13]2[CH:14]=[C:15]([CH:18]=[CH:19][C:20]3[CH:25]=[CH:24][CH:23]=[CH:22][CH:21]=3)[CH:16]=[CH:17][C:12]=2[O:11][CH2:10][C:9]1=[O:26])=O)(C)(C)C.[CH2:27]([Zn]CC)C.ClCI.FC(F)(F)C(O)=O, predict the reaction product. The product is: [C:20]1([CH:19]2[CH2:27][CH:18]2[C:15]2[CH:16]=[CH:17][C:12]3[O:11][CH2:10][C:9](=[O:26])[NH:8][C:13]=3[CH:14]=2)[CH:21]=[CH:22][CH:23]=[CH:24][CH:25]=1.